From a dataset of Full USPTO retrosynthesis dataset with 1.9M reactions from patents (1976-2016). Predict the reactants needed to synthesize the given product. (1) Given the product [F:20][C:18]1[C:19]2[N:11]([C:8]([CH3:9])([CH3:10])[CH2:7][OH:6])[CH:12]=[C:13]([C:21]([C:23]3[CH:24]=[C:25]([NH:29][C:30](=[O:41])[CH2:31][N:32]4[CH:36]=[C:35]([C:37]([F:38])([F:39])[F:40])[CH:34]=[N:33]4)[CH:26]=[N:27][CH:28]=3)=[O:22])[C:14]=2[CH:15]=[N:16][CH:17]=1, predict the reactants needed to synthesize it. The reactants are: C([Si](C)(C)[O:6][CH2:7][C:8]([N:11]1[C:19]2[C:18]([F:20])=[CH:17][N:16]=[CH:15][C:14]=2[C:13]([C:21]([C:23]2[CH:24]=[C:25]([NH:29][C:30](=[O:41])[CH2:31][N:32]3[CH:36]=[C:35]([C:37]([F:40])([F:39])[F:38])[CH:34]=[N:33]3)[CH:26]=[N:27][CH:28]=2)=[O:22])=[CH:12]1)([CH3:10])[CH3:9])(C)(C)C. (2) Given the product [CH2:1]([C:5]1[N:6]=[C:7]([CH3:30])[N:8]([CH2:27][CH2:28][OH:29])[C:9](=[O:26])[C:10]=1[CH2:11][C:12]1[CH:17]=[CH:16][C:15]([C:18]2[CH:23]=[CH:22][CH:21]=[CH:20][C:19]=2[C:24]2[NH:46][C:57](=[O:60])[O:58][N:25]=2)=[CH:14][CH:13]=1)[CH2:2][CH2:3][CH3:4], predict the reactants needed to synthesize it. The reactants are: [CH2:1]([C:5]1[N:6]=[C:7]([CH3:30])[N:8]([CH2:27][CH2:28][OH:29])[C:9](=[O:26])[C:10]=1[CH2:11][C:12]1[CH:17]=[CH:16][C:15]([C:18]2[C:19]([C:24]#[N:25])=[CH:20][CH:21]=[CH:22][CH:23]=2)=[CH:14][CH:13]=1)[CH2:2][CH2:3][CH3:4].FC(F)(F)S(O[Si](C(C)(C)C)(C)C)(=O)=O.[N:46]1C(C)=CC=CC=1C.[Cl-].O[NH3+].[C:57](=[O:60])([O-])[OH:58].[Na+]. (3) The reactants are: [C:1]1([CH2:7][CH2:8][C:9]([NH2:11])=[O:10])[CH:6]=[CH:5][CH:4]=[CH:3][CH:2]=1.[CH2:12]([N:14]([CH2:23][CH3:24])[C:15]1[CH:22]=[CH:21][C:18]([CH:19]=O)=[CH:17][CH:16]=1)[CH3:13]. Given the product [CH2:12]([N:14]([CH2:23][CH3:24])[C:15]1[CH:22]=[CH:21][C:18]([CH:19]([NH:11][C:9](=[O:10])[CH2:8][CH2:7][C:1]2[CH:6]=[CH:5][CH:4]=[CH:3][CH:2]=2)[NH:11][C:9](=[O:10])[CH2:8][CH2:7][C:1]2[CH:6]=[CH:5][CH:4]=[CH:3][CH:2]=2)=[CH:17][CH:16]=1)[CH3:13], predict the reactants needed to synthesize it. (4) Given the product [CH3:17][C:18]1[C:22]([C:23]2[CH:24]=[C:25]([C:2]3[C:11]([O:12][C:13]([F:16])([F:15])[F:14])=[CH:10][CH:9]=[C:8]4[C:3]=3[CH:4]=[CH:5][CH:6]=[N:7]4)[C:26]3[NH:30][C:29](=[O:31])[NH:28][C:27]=3[CH:32]=2)=[C:21]([CH3:42])[O:20][N:19]=1, predict the reactants needed to synthesize it. The reactants are: Br[C:2]1[C:11]([O:12][C:13]([F:16])([F:15])[F:14])=[CH:10][CH:9]=[C:8]2[C:3]=1[CH:4]=[CH:5][CH:6]=[N:7]2.[CH3:17][C:18]1[C:22]([C:23]2[CH:24]=[C:25](B3OC(C)(C)C(C)(C)O3)[C:26]3[NH:30][C:29](=[O:31])[NH:28][C:27]=3[CH:32]=2)=[C:21]([CH3:42])[O:20][N:19]=1.N12CCCN=C1CCCCC2.CS(C)=O. (5) Given the product [C:1]([NH:4][C:5]1[S:6][CH:7]=[C:8]([CH2:10][CH2:11][C:12]2[S:16][C:15]([CH2:17][CH2:18][C:19]([OH:21])=[O:20])=[CH:14][CH:13]=2)[N:9]=1)(=[O:3])[CH3:2], predict the reactants needed to synthesize it. The reactants are: [C:1]([NH:4][C:5]1[S:6][CH:7]=[C:8]([CH2:10][CH2:11][C:12]2[S:16][C:15]([CH2:17][CH2:18][C:19]([O:21]C)=[O:20])=[CH:14][CH:13]=2)[N:9]=1)(=[O:3])[CH3:2].[OH-].[Na+]. (6) The reactants are: C(P(C(C)(C)C)C(C)(C)C)(C)(C)C.CCCCCC.[C:20]([O:24][C:25](=[O:43])[N:26]([CH2:30][CH2:31][N:32]1[C:41]2[C:36](=[CH:37][C:38](Br)=[CH:39][CH:40]=2)[CH2:35][CH2:34][CH2:33]1)[CH:27]([CH3:29])[CH3:28])([CH3:23])([CH3:22])[CH3:21].C[Si]([N-:48][Si](C)(C)C)(C)C.[Li+].CCCC[N+](CCCC)(CCCC)CCCC.[F-]. Given the product [C:20]([O:24][C:25](=[O:43])[N:26]([CH2:30][CH2:31][N:32]1[C:41]2[C:36](=[CH:37][C:38]([NH2:48])=[CH:39][CH:40]=2)[CH2:35][CH2:34][CH2:33]1)[CH:27]([CH3:29])[CH3:28])([CH3:23])([CH3:22])[CH3:21], predict the reactants needed to synthesize it.